This data is from Reaction yield outcomes from USPTO patents with 853,638 reactions. The task is: Predict the reaction yield, written as a fraction of the theoretical maximum amount of product (1.0 means a 100% yield; for example, 0.34 means a 34% yield). (1) The reactants are CN(C)S(C1C=CC([C:12]2[C:13]3CCN(C)C[C:18]=3[C:19]3[NH:24][C:23](=[O:25])[C:22](=[O:26])[C:20]=3[CH:21]=2)=CC=1)(=O)=O.ON=C1C2C=C(C3C=CC(S(N(C)C)(=O)=O)=CC=3)C3CCN(C)CC=3C=2NC1=O. No catalyst specified. The product is [NH:24]1[C:19]2[C:20](=[CH:21][CH:12]=[CH:13][CH:18]=2)[C:22](=[O:26])[C:23]1=[O:25]. The yield is 0.670. (2) The reactants are F[C:2](F)(F)[C:3](O)=[O:4].[NH2:8][CH2:9][CH:10]1[O:14][C:13](=[O:15])[N:12]([C:16]2[CH:21]=[CH:20][C:19]([C:22]3[S:23][CH:24]([CH3:29])[C:25](=[O:28])[NH:26][N:27]=3)=[C:18]([F:30])[CH:17]=2)[CH2:11]1.C(OC(=O)C)(=O)C. The catalyst is N1C=CC=CC=1. The product is [F:30][C:18]1[CH:17]=[C:16]([N:12]2[CH2:11][C@H:10]([CH2:9][NH:8][C:3](=[O:4])[CH3:2])[O:14][C:13]2=[O:15])[CH:21]=[CH:20][C:19]=1[C:22]1[S:23][C@@H:24]([CH3:29])[C:25](=[O:28])[NH:26][N:27]=1. The yield is 0.760.